Regression. Given two drug SMILES strings and cell line genomic features, predict the synergy score measuring deviation from expected non-interaction effect. From a dataset of NCI-60 drug combinations with 297,098 pairs across 59 cell lines. (1) Drug 1: C#CCC(CC1=CN=C2C(=N1)C(=NC(=N2)N)N)C3=CC=C(C=C3)C(=O)NC(CCC(=O)O)C(=O)O. Drug 2: CC1C(C(CC(O1)OC2CC(CC3=C2C(=C4C(=C3O)C(=O)C5=CC=CC=C5C4=O)O)(C(=O)C)O)N)O. Cell line: NCI-H322M. Synergy scores: CSS=43.6, Synergy_ZIP=-5.77, Synergy_Bliss=-7.06, Synergy_Loewe=-5.20, Synergy_HSA=-4.47. (2) Drug 1: C#CCC(CC1=CN=C2C(=N1)C(=NC(=N2)N)N)C3=CC=C(C=C3)C(=O)NC(CCC(=O)O)C(=O)O. Drug 2: CCC1(C2=C(COC1=O)C(=O)N3CC4=CC5=C(C=CC(=C5CN(C)C)O)N=C4C3=C2)O.Cl. Cell line: IGROV1. Synergy scores: CSS=20.0, Synergy_ZIP=-5.68, Synergy_Bliss=0.411, Synergy_Loewe=-2.66, Synergy_HSA=-2.64. (3) Drug 1: C1CC(=O)NC(=O)C1N2CC3=C(C2=O)C=CC=C3N. Drug 2: C1C(C(OC1N2C=C(C(=O)NC2=O)F)CO)O. Cell line: OVCAR-8. Synergy scores: CSS=50.9, Synergy_ZIP=5.06, Synergy_Bliss=6.95, Synergy_Loewe=-27.0, Synergy_HSA=9.29. (4) Drug 1: C1CCN(CC1)CCOC2=CC=C(C=C2)C(=O)C3=C(SC4=C3C=CC(=C4)O)C5=CC=C(C=C5)O. Drug 2: CC1C(C(CC(O1)OC2CC(CC3=C2C(=C4C(=C3O)C(=O)C5=C(C4=O)C(=CC=C5)OC)O)(C(=O)CO)O)N)O.Cl. Cell line: UO-31. Synergy scores: CSS=47.9, Synergy_ZIP=-1.50, Synergy_Bliss=1.67, Synergy_Loewe=2.80, Synergy_HSA=2.18. (5) Drug 2: N.N.Cl[Pt+2]Cl. Cell line: HCC-2998. Drug 1: C(CCl)NC(=O)N(CCCl)N=O. Synergy scores: CSS=15.3, Synergy_ZIP=-10.1, Synergy_Bliss=0.0121, Synergy_Loewe=-12.3, Synergy_HSA=-2.08. (6) Drug 1: COC1=C(C=C2C(=C1)N=CN=C2NC3=CC(=C(C=C3)F)Cl)OCCCN4CCOCC4. Drug 2: CC=C1C(=O)NC(C(=O)OC2CC(=O)NC(C(=O)NC(CSSCCC=C2)C(=O)N1)C(C)C)C(C)C. Cell line: UACC-257. Synergy scores: CSS=73.6, Synergy_ZIP=4.91, Synergy_Bliss=6.32, Synergy_Loewe=-11.5, Synergy_HSA=9.44. (7) Drug 1: CCCCC(=O)OCC(=O)C1(CC(C2=C(C1)C(=C3C(=C2O)C(=O)C4=C(C3=O)C=CC=C4OC)O)OC5CC(C(C(O5)C)O)NC(=O)C(F)(F)F)O. Drug 2: CC(C)CN1C=NC2=C1C3=CC=CC=C3N=C2N. Cell line: MALME-3M. Synergy scores: CSS=20.9, Synergy_ZIP=0.598, Synergy_Bliss=1.03, Synergy_Loewe=-0.917, Synergy_HSA=-0.462. (8) Drug 2: COC1=C2C(=CC3=C1OC=C3)C=CC(=O)O2. Drug 1: CCCCC(=O)OCC(=O)C1(CC(C2=C(C1)C(=C3C(=C2O)C(=O)C4=C(C3=O)C=CC=C4OC)O)OC5CC(C(C(O5)C)O)NC(=O)C(F)(F)F)O. Cell line: EKVX. Synergy scores: CSS=50.9, Synergy_ZIP=3.79, Synergy_Bliss=3.62, Synergy_Loewe=-1.43, Synergy_HSA=4.33.